Predict the product of the given reaction. From a dataset of Forward reaction prediction with 1.9M reactions from USPTO patents (1976-2016). (1) Given the reactants [BH-](OC(C)=O)(OC(C)=O)OC(C)=O.[Na+].[CH3:15][CH:16]1[CH2:21][CH2:20][NH:19][CH2:18][CH2:17]1.O.Cl.[CH2:24]([N:31]1[CH2:36][CH2:35][CH2:34][C:33](=O)[CH2:32]1)[C:25]1[CH:30]=[CH:29][CH:28]=[CH:27][CH:26]=1.C(=O)(O)[O-].[Na+], predict the reaction product. The product is: [CH2:24]([N:31]1[CH2:36][CH2:35][CH2:34][CH:33]([N:19]2[CH2:20][CH2:21][CH:16]([CH3:15])[CH2:17][CH2:18]2)[CH2:32]1)[C:25]1[CH:30]=[CH:29][CH:28]=[CH:27][CH:26]=1. (2) The product is: [F:1][C:2]1[CH:3]=[C:4]2[C:5]([CH:8]=[CH:9][NH:15]2)=[CH:6][CH:7]=1. Given the reactants [F:1][C:2]1[CH:7]=[CH:6][C:5]([CH2:8]/[CH:9]=N/NC(N)=O)=[C:4]([N+:15]([O-])=O)[CH:3]=1, predict the reaction product. (3) Given the reactants [H-].[Na+].[CH2:3]([O:10][C:11]1[CH:16]=[CH:15][C:14]([OH:17])=[CH:13][CH:12]=1)[C:4]1C=CC=CC=1.Cl.[N:19](=[CH:27][CH2:28]Cl)[CH2:20][CH2:21][CH2:22][CH2:23]CCCl.C([O-])=O.[NH4+], predict the reaction product. The product is: [N:19]1([CH2:4][CH2:3][O:10][C:11]2[CH:12]=[CH:13][C:14]([OH:17])=[CH:15][CH:16]=2)[CH2:20][CH2:21][CH2:22][CH2:23][CH2:28][CH2:27]1.